From a dataset of Forward reaction prediction with 1.9M reactions from USPTO patents (1976-2016). Predict the product of the given reaction. (1) Given the reactants [Cl:1][C:2]1[C:3]([O:12][CH:13]([CH3:15])[CH3:14])=[N:4][CH:5]=[C:6]([CH:11]=1)[C:7]([O:9]C)=[O:8].O.[OH-].[Na+].CCCCC, predict the reaction product. The product is: [Cl:1][C:2]1[C:3]([O:12][CH:13]([CH3:15])[CH3:14])=[N:4][CH:5]=[C:6]([CH:11]=1)[C:7]([OH:9])=[O:8]. (2) Given the reactants [CH2:1]([N:8]1[CH2:13][CH2:12][C:11]2([CH2:22][C:21](=[O:23])[C:20]3[C:15](=[CH:16][CH:17]=[C:18]([Br:24])[CH:19]=3)[O:14]2)[CH2:10][CH2:9]1)[C:2]1[CH:7]=[CH:6][CH:5]=[CH:4][CH:3]=1.[BH4-].[Na+].O, predict the reaction product. The product is: [CH2:1]([N:8]1[CH2:13][CH2:12][C:11]2([CH2:22][CH:21]([OH:23])[C:20]3[C:15](=[CH:16][CH:17]=[C:18]([Br:24])[CH:19]=3)[O:14]2)[CH2:10][CH2:9]1)[C:2]1[CH:7]=[CH:6][CH:5]=[CH:4][CH:3]=1. (3) Given the reactants C([C:3]1[CH:11]=[C:10]([C:12]2[N:16]([C:17]3[CH:22]=[CH:21][CH:20]=[CH:19][C:18]=3[O:23][CH3:24])[N:15]=[C:14]([CH:25]3[CH2:30][C:29]([CH3:32])([CH3:31])[O:28][C:27]([CH3:34])([CH3:33])[CH2:26]3)[CH:13]=2)[CH:9]=[CH:8][C:4]=1[C:5](O)=[O:6])C.C(Cl)(=O)C([Cl:38])=O, predict the reaction product. The product is: [CH3:24][O:23][C:18]1[CH:19]=[CH:20][CH:21]=[CH:22][C:17]=1[N:16]1[C:12]([C:10]2[CH:11]=[CH:3][C:4]([C:5]([Cl:38])=[O:6])=[CH:8][CH:9]=2)=[CH:13][C:14]([CH:25]2[CH2:30][C:29]([CH3:31])([CH3:32])[O:28][C:27]([CH3:33])([CH3:34])[CH2:26]2)=[N:15]1. (4) Given the reactants N1CC[C@H](N(C2CCCCC2)CC(OC)=O)[CH2:2]1.[C:18]([N:25]1[CH2:30][CH2:29][CH:28]([N:31]([CH:38]2[CH2:43][CH2:42][CH2:41][CH2:40][CH2:39]2)[C:32](=[O:37])[NH:33][CH:34]([CH3:36])[CH3:35])[CH2:27][CH2:26]1)([O:20][C:21]([CH3:24])([CH3:23])[CH3:22])=[O:19], predict the reaction product. The product is: [C:18]([N:25]1[CH2:30][CH2:29][CH:28]([N:31]([CH:38]2[CH2:43][CH2:42][CH2:41][CH2:40][CH2:39]2)[C:32](=[O:37])[N:33]([CH3:2])[CH:34]([CH3:35])[CH3:36])[CH2:27][CH2:26]1)([O:20][C:21]([CH3:22])([CH3:23])[CH3:24])=[O:19]. (5) Given the reactants Br[CH:2]([C:12]1[C:17]([F:18])=[CH:16][CH:15]=[CH:14][C:13]=1[Cl:19])[C:3]([C:5]1[CH:10]=[CH:9][C:8]([F:11])=[CH:7][CH:6]=1)=O.[NH:20]([C:22](=[S:24])[NH2:23])[NH2:21].[C:25](=S)=[S:26], predict the reaction product. The product is: [Cl:19][C:13]1[CH:14]=[CH:15][CH:16]=[C:17]([F:18])[C:12]=1[C:2]1[S:26][C:25]2=[N:21][N:20]=[C:22]([SH:24])[N:23]2[C:3]=1[C:5]1[CH:10]=[CH:9][C:8]([F:11])=[CH:7][CH:6]=1. (6) Given the reactants [S:1]1[C:10]2[C:9]3[CH:11]=[CH:12][CH:13]=[CH:14][C:8]=3[O:7][CH2:6][CH2:5][C:4]=2[N:3]=[C:2]1[C:15]([OH:17])=O.CN(C=O)C.C(Cl)(=O)C(Cl)=O.[Cl:29][C:30]1[CH:37]=[CH:36][CH:35]=[CH:34][C:31]=1[NH:32][CH3:33], predict the reaction product. The product is: [Cl:29][C:30]1[CH:37]=[CH:36][CH:35]=[CH:34][C:31]=1[N:32]([CH3:33])[C:15]([C:2]1[S:1][C:10]2[C:9]3[CH:11]=[CH:12][CH:13]=[CH:14][C:8]=3[O:7][CH2:6][CH2:5][C:4]=2[N:3]=1)=[O:17].